From a dataset of Forward reaction prediction with 1.9M reactions from USPTO patents (1976-2016). Predict the product of the given reaction. (1) Given the reactants [CH:1]1([NH:7][C:8]2[CH:28]=[CH:27][C:11]([C:12]([O:14][CH2:15][CH2:16][O:17][CH2:18][CH2:19][C:20]([O:22][C:23]([CH3:26])([CH3:25])[CH3:24])=[O:21])=[O:13])=[CH:10][C:9]=2[N+:29]([O-])=O)[CH2:6][CH2:5][CH2:4][CH2:3][CH2:2]1.[H][H], predict the reaction product. The product is: [NH2:29][C:9]1[CH:10]=[C:11]([CH:27]=[CH:28][C:8]=1[NH:7][CH:1]1[CH2:6][CH2:5][CH2:4][CH2:3][CH2:2]1)[C:12]([O:14][CH2:15][CH2:16][O:17][CH2:18][CH2:19][C:20]([O:22][C:23]([CH3:26])([CH3:24])[CH3:25])=[O:21])=[O:13]. (2) Given the reactants C([N:8]1[CH2:40][CH2:39][C:11]2[N:12]=[C:13]([C:31]3[C:36]([CH3:37])=[CH:35][CH:34]=[CH:33][C:32]=3[CH3:38])[N:14]=[C:15]([N:16]3[C@H:21]([CH3:22])[CH2:20][N:19]([C:23]([O:25][C:26]([CH3:29])([CH3:28])[CH3:27])=[O:24])[C@@H:18]([CH3:30])[CH2:17]3)[C:10]=2[CH2:9]1)C1C=CC=CC=1.C(O)(=O)C, predict the reaction product. The product is: [CH3:38][C:32]1[CH:33]=[CH:34][CH:35]=[C:36]([CH3:37])[C:31]=1[C:13]1[N:14]=[C:15]([N:16]2[C@H:21]([CH3:22])[CH2:20][N:19]([C:23]([O:25][C:26]([CH3:27])([CH3:29])[CH3:28])=[O:24])[C@@H:18]([CH3:30])[CH2:17]2)[C:10]2[CH2:9][NH:8][CH2:40][CH2:39][C:11]=2[N:12]=1. (3) Given the reactants [CH2:1]([S:8]([NH:11][C:12]([CH:14]1[CH2:19][CH2:18][N:17]([C:20]2[C:30]([C:31]#[N:32])=[CH:29][C:23]([C:24]([O:26][CH2:27][CH3:28])=[O:25])=[C:22]([CH2:33]Cl)[N:21]=2)[CH2:16][CH2:15]1)=[O:13])(=[O:10])=[O:9])[C:2]1[CH:7]=[CH:6][CH:5]=[CH:4][CH:3]=1.[SH:35][CH2:36][CH2:37][NH:38][C:39](=[O:41])[CH3:40], predict the reaction product. The product is: [C:39]([NH:38][CH2:37][CH2:36][S:35][CH2:33][C:22]1[N:21]=[C:20]([N:17]2[CH2:18][CH2:19][CH:14]([C:12](=[O:13])[NH:11][S:8]([CH2:1][C:2]3[CH:7]=[CH:6][CH:5]=[CH:4][CH:3]=3)(=[O:10])=[O:9])[CH2:15][CH2:16]2)[C:30]([C:31]#[N:32])=[CH:29][C:23]=1[C:24]([O:26][CH2:27][CH3:28])=[O:25])(=[O:41])[CH3:40]. (4) Given the reactants C(OC([N:8]1[CH2:12][CH2:11][CH:10]([C:13]2[CH:17]=[C:16]([CH3:18])[N:15]([CH3:19])[N:14]=2)[CH2:9]1)=O)(C)(C)C.C(O)(C(F)(F)F)=O, predict the reaction product. The product is: [CH3:19][N:15]1[C:16]([CH3:18])=[CH:17][C:13]([CH:10]2[CH2:11][CH2:12][NH:8][CH2:9]2)=[N:14]1. (5) Given the reactants [Cl:1][C:2]1[CH:7]=[C:6]([Cl:8])[C:5]([CH3:9])=[CH:4][N:3]=1.[Br:10]N1C(=O)CCC1=O, predict the reaction product. The product is: [Br:10][CH2:9][C:5]1[C:6]([Cl:8])=[CH:7][C:2]([Cl:1])=[N:3][CH:4]=1. (6) Given the reactants C(OP(CC=CCOC1C=CC=CC=1C(Cl)=O)(=O)OCC)C.[H-].[Na+].Cl.C(=O)([O-])[O-].[Na+].[Na+].C[O:33][C:34]1[CH:43]=[C:42]([O:44]C)[CH:41]=[C:40]2[C:35]=1[C:36](=[O:52])[CH:37]=[C:38]([C:46]1[CH:51]=[CH:50][CH:49]=[CH:48][CH:47]=1)[O:39]2, predict the reaction product. The product is: [OH:33][C:34]1[CH:43]=[C:42]([OH:44])[CH:41]=[C:40]2[C:35]=1[C:36](=[O:52])[CH:37]=[C:38]([C:46]1[CH:51]=[CH:50][CH:49]=[CH:48][CH:47]=1)[O:39]2.